Dataset: NCI-60 drug combinations with 297,098 pairs across 59 cell lines. Task: Regression. Given two drug SMILES strings and cell line genomic features, predict the synergy score measuring deviation from expected non-interaction effect. (1) Drug 1: CC1C(C(=O)NC(C(=O)N2CCCC2C(=O)N(CC(=O)N(C(C(=O)O1)C(C)C)C)C)C(C)C)NC(=O)C3=C4C(=C(C=C3)C)OC5=C(C(=O)C(=C(C5=N4)C(=O)NC6C(OC(=O)C(N(C(=O)CN(C(=O)C7CCCN7C(=O)C(NC6=O)C(C)C)C)C)C(C)C)C)N)C. Drug 2: CCCCCOC(=O)NC1=NC(=O)N(C=C1F)C2C(C(C(O2)C)O)O. Cell line: UACC62. Synergy scores: CSS=1.96, Synergy_ZIP=-1.38, Synergy_Bliss=-0.781, Synergy_Loewe=0.0483, Synergy_HSA=0.0487. (2) Drug 1: C1C(C(OC1N2C=NC3=C(N=C(N=C32)Cl)N)CO)O. Drug 2: CS(=O)(=O)OCCCCOS(=O)(=O)C. Cell line: HCT-15. Synergy scores: CSS=13.6, Synergy_ZIP=-2.80, Synergy_Bliss=-3.07, Synergy_Loewe=-23.6, Synergy_HSA=-2.32. (3) Drug 1: COC1=C(C=C2C(=C1)N=CN=C2NC3=CC(=C(C=C3)F)Cl)OCCCN4CCOCC4. Drug 2: C1=NC2=C(N1)C(=S)N=C(N2)N. Cell line: NCI-H522. Synergy scores: CSS=38.0, Synergy_ZIP=-7.40, Synergy_Bliss=-4.31, Synergy_Loewe=-2.62, Synergy_HSA=1.96. (4) Drug 1: CC1=CC2C(CCC3(C2CCC3(C(=O)C)OC(=O)C)C)C4(C1=CC(=O)CC4)C. Drug 2: C1CC(C1)(C(=O)O)C(=O)O.[NH2-].[NH2-].[Pt+2]. Cell line: RPMI-8226. Synergy scores: CSS=47.6, Synergy_ZIP=-1.98, Synergy_Bliss=0.00537, Synergy_Loewe=-1.05, Synergy_HSA=2.48. (5) Drug 1: CCC1(CC2CC(C3=C(CCN(C2)C1)C4=CC=CC=C4N3)(C5=C(C=C6C(=C5)C78CCN9C7C(C=CC9)(C(C(C8N6C=O)(C(=O)OC)O)OC(=O)C)CC)OC)C(=O)OC)O.OS(=O)(=O)O. Drug 2: C1C(C(OC1N2C=NC3=C(N=C(N=C32)Cl)N)CO)O. Cell line: UO-31. Synergy scores: CSS=44.1, Synergy_ZIP=0.298, Synergy_Bliss=-0.545, Synergy_Loewe=0.663, Synergy_HSA=-0.109. (6) Drug 1: C1CC(C1)(C2=CC=C(C=C2)C3=C(C=C4C(=N3)C=CN5C4=NNC5=O)C6=CC=CC=C6)N. Drug 2: CNC(=O)C1=NC=CC(=C1)OC2=CC=C(C=C2)NC(=O)NC3=CC(=C(C=C3)Cl)C(F)(F)F. Cell line: UACC62. Synergy scores: CSS=59.9, Synergy_ZIP=3.33, Synergy_Bliss=4.20, Synergy_Loewe=3.30, Synergy_HSA=8.25. (7) Drug 1: C(CC(=O)O)C(=O)CN.Cl. Drug 2: C1C(C(OC1N2C=NC(=NC2=O)N)CO)O. Cell line: SF-539. Synergy scores: CSS=-15.3, Synergy_ZIP=-0.131, Synergy_Bliss=-10.4, Synergy_Loewe=-19.9, Synergy_HSA=-19.0.